The task is: Predict the reactants needed to synthesize the given product.. This data is from Full USPTO retrosynthesis dataset with 1.9M reactions from patents (1976-2016). (1) Given the product [C:1]([C:3]1([C:9]2[CH:10]=[C:11]([CH:15]=[CH:16][CH:17]=2)[C:12]([NH:29][C:30]2[CH:51]=[CH:50][CH:49]=[C:32]([O:33][C:34]3[CH:35]=[CH:36][C:37]4[N:38]([CH:40]=[C:41]([NH:43][C:44]([CH:46]5[CH2:47][CH2:48]5)=[O:45])[N:42]=4)[N:39]=3)[CH:31]=2)=[O:14])[CH2:4][CH2:5][CH2:6][CH2:7][CH2:8]1)#[N:2], predict the reactants needed to synthesize it. The reactants are: [C:1]([C:3]1([C:9]2[CH:10]=[C:11]([CH:15]=[CH:16][CH:17]=2)[C:12]([OH:14])=O)[CH2:8][CH2:7][CH2:6][CH2:5][CH2:4]1)#[N:2].C(Cl)(=O)C(Cl)=O.O1CCCC1.[NH2:29][C:30]1[CH:31]=[C:32]([CH:49]=[CH:50][CH:51]=1)[O:33][C:34]1[CH:35]=[CH:36][C:37]2[N:38]([CH:40]=[C:41]([NH:43][C:44]([CH:46]3[CH2:48][CH2:47]3)=[O:45])[N:42]=2)[N:39]=1. (2) Given the product [CH2:25]([C:20]1([CH2:23][O:24][C:1](=[O:4])[CH2:2][CH3:3])[CH2:19][O:18][C:15]2([O:14][CH2:13][C:12]([CH2:10][CH3:11])([CH2:27][O:28][C:1](=[O:4])[CH2:2][CH3:3])[CH2:17][O:16]2)[O:22][CH2:21]1)[CH3:26], predict the reactants needed to synthesize it. The reactants are: [C:1](O[C:1](=[O:4])[CH2:2][CH3:3])(=[O:4])[CH2:2][CH3:3].[CH2:10]([C:12]1([CH2:27][OH:28])[CH2:17][O:16][C:15]2([O:22][CH2:21][C:20]([CH2:25][CH3:26])([CH2:23][OH:24])[CH2:19][O:18]2)[O:14][CH2:13]1)[CH3:11].